From a dataset of Peptide-MHC class I binding affinity with 185,985 pairs from IEDB/IMGT. Regression. Given a peptide amino acid sequence and an MHC pseudo amino acid sequence, predict their binding affinity value. This is MHC class I binding data. (1) The peptide sequence is QFLYLYALI. The MHC is HLA-A23:01 with pseudo-sequence HLA-A23:01. The binding affinity (normalized) is 1.00. (2) The peptide sequence is EVAQRAYR. The MHC is HLA-B44:02 with pseudo-sequence HLA-B44:02. The binding affinity (normalized) is 0.0350. (3) The peptide sequence is SEIEPEPEPT. The MHC is HLA-B44:02 with pseudo-sequence HLA-B44:02. The binding affinity (normalized) is 0.220. (4) The peptide sequence is CFMYSDFHF. The MHC is HLA-B57:01 with pseudo-sequence HLA-B57:01. The binding affinity (normalized) is 0.0847. (5) The peptide sequence is MPNESRVKQW. The MHC is HLA-B07:02 with pseudo-sequence HLA-B07:02. The binding affinity (normalized) is 0.281. (6) The peptide sequence is NFTGLYSSTV. The MHC is Patr-A0901 with pseudo-sequence Patr-A0901. The binding affinity (normalized) is 0.510.